Dataset: Full USPTO retrosynthesis dataset with 1.9M reactions from patents (1976-2016). Task: Predict the reactants needed to synthesize the given product. (1) Given the product [ClH:25].[F:19][C:20]([F:30])([F:31])[O:21][C:22]1[CH:29]=[CH:28][CH:27]=[CH:26][C:23]=1[CH2:24][S:18][C:9]1[NH:8][C@H:7]([C:1]2[CH:2]=[CH:3][CH:4]=[CH:5][CH:6]=2)[C@H:11]([C:12]2[CH:13]=[CH:14][CH:15]=[CH:16][CH:17]=2)[N:10]=1, predict the reactants needed to synthesize it. The reactants are: [C:1]1([C@H:7]2[C@@H:11]([C:12]3[CH:17]=[CH:16][CH:15]=[CH:14][CH:13]=3)[NH:10][C:9](=[S:18])[NH:8]2)[CH:6]=[CH:5][CH:4]=[CH:3][CH:2]=1.[F:19][C:20]([F:31])([F:30])[O:21][C:22]1[CH:29]=[CH:28][CH:27]=[CH:26][C:23]=1[CH2:24][Cl:25]. (2) Given the product [Br:1][C:2]1[CH:3]=[C:4]2[C:9](=[CH:10][CH:11]=1)[NH:8][C:7](=[S:22])[CH2:6][CH2:5]2, predict the reactants needed to synthesize it. The reactants are: [Br:1][C:2]1[CH:3]=[C:4]2[C:9](=[CH:10][CH:11]=1)[NH:8][C:7](=O)[CH2:6][CH2:5]2.COC1C=CC(P2(=S)SP(=S)(C3C=CC(OC)=CC=3)[S:22]2)=CC=1.